From a dataset of Reaction yield outcomes from USPTO patents with 853,638 reactions. Predict the reaction yield, written as a fraction of the theoretical maximum amount of product (1.0 means a 100% yield; for example, 0.34 means a 34% yield). (1) The reactants are [Br:1][C:2]1[CH:3]=[C:4](B2OC(C)(C)C(C)(C)O2)[CH:5]=[C:6]([O:8][CH:9]([F:11])[F:10])[CH:7]=1.[NH:21]1[C:25]2=[N:26][CH:27]=[CH:28][CH:29]=[C:24]2[C:23]([C:30]([O:32][CH3:33])=[O:31])=[N:22]1. No catalyst specified. The product is [Br:1][C:2]1[CH:3]=[C:4]([N:21]2[C:25]3=[N:26][CH:27]=[CH:28][CH:29]=[C:24]3[C:23]([C:30]([O:32][CH3:33])=[O:31])=[N:22]2)[CH:5]=[C:6]([O:8][CH:9]([F:10])[F:11])[CH:7]=1. The yield is 0.550. (2) The reactants are Cl[C:2]1[N:6]([CH3:7])[N:5]=[CH:4][C:3]=1[N+:8]([O-:10])=[O:9].Cl.[F:12][C:13]1([F:19])[CH2:18][CH2:17][CH2:16][NH:15][CH2:14]1.CCN(C(C)C)C(C)C. The catalyst is CCO. The product is [F:12][C:13]1([F:19])[CH2:18][CH2:17][CH2:16][N:15]([C:2]2[N:6]([CH3:7])[N:5]=[CH:4][C:3]=2[N+:8]([O-:10])=[O:9])[CH2:14]1. The yield is 0.830. (3) The yield is 0.968. The product is [F:50][C:12]([F:11])([CH2:46][CH2:47][CH2:48][CH3:49])[C:13](=[O:45])[CH2:14][CH2:15][C@H:16]1[C@H:20]([O:21][CH:22]2[CH2:27][CH2:26][CH2:25][CH2:24][O:23]2)[CH2:19][C:18](=[O:28])[C@@H:17]1[CH2:29][CH2:30][CH2:31][CH2:32][CH2:33][CH2:34][C:35]([O:37][CH2:38][C:39]1[CH:40]=[CH:41][CH:42]=[CH:43][CH:44]=1)=[O:36]. The catalyst is ClCCl. The reactants are C(Cl)(=O)C(Cl)=O.CS(C)=O.[F:11][C:12]([F:50])([CH2:46][CH2:47][CH2:48][CH3:49])[CH:13]([OH:45])[CH2:14][CH2:15][C@H:16]1[C@H:20]([O:21][CH:22]2[CH2:27][CH2:26][CH2:25][CH2:24][O:23]2)[CH2:19][C@H:18]([OH:28])[C@@H:17]1[CH2:29][CH2:30][CH2:31][CH2:32][CH2:33][CH2:34][C:35]([O:37][CH2:38][C:39]1[CH:44]=[CH:43][CH:42]=[CH:41][CH:40]=1)=[O:36].C(N(CC)CC)C.O.[NH4+].